From a dataset of Reaction yield outcomes from USPTO patents with 853,638 reactions. Predict the reaction yield, written as a fraction of the theoretical maximum amount of product (1.0 means a 100% yield; for example, 0.34 means a 34% yield). (1) The reactants are Br[C:2]1[CH:8]=[CH:7][C:5]([NH2:6])=[C:4]([Cl:9])[CH:3]=1.[CH3:10][O-:11].[Na+]. No catalyst specified. The product is [Cl:9][C:4]1[CH:3]=[C:2]([O:11][CH3:10])[CH:8]=[CH:7][C:5]=1[NH2:6]. The yield is 0.490. (2) The reactants are [CH3:1][O:2][C:3]1[C:12]2[C:7](=[CH:8][CH:9]=[CH:10][CH:11]=2)[C:6]([NH:13]S(C2SC=CC=2)(=O)=O)=[CH:5][C:4]=1[S:22][CH2:23][C:24]([O:26][CH3:27])=[O:25].[Cl:28][C:29]1[CH:34]=[CH:33][C:32]([S:35](Cl)(=[O:37])=[O:36])=[CH:31][CH:30]=1. No catalyst specified. The product is [Cl:28][C:29]1[CH:34]=[CH:33][C:32]([S:35]([NH:13][C:6]2[C:7]3[C:12](=[CH:11][CH:10]=[CH:9][CH:8]=3)[C:3]([O:2][CH3:1])=[C:4]([S:22][CH2:23][C:24]([O:26][CH3:27])=[O:25])[CH:5]=2)(=[O:37])=[O:36])=[CH:31][CH:30]=1. The yield is 0.670. (3) The reactants are Cl[CH2:2][CH:3]=O.C(=O)(O)[O-].[Na+].[NH2:10][C:11]1[C:16]([NH2:17])=[CH:15][CH:14]=[CH:13][N:12]=1. The catalyst is [Na+].[Cl-]. The product is [N:10]1[CH:14]=[CH:13][N:12]2[CH:3]=[CH:2][CH:15]=[C:16]([NH2:17])[C:11]=12. The yield is 0.510. (4) The yield is 0.760. The reactants are [Cl:1][C:2]1[N:7]=[C:6](Cl)[C:5]([F:9])=[CH:4][N:3]=1.C(N(C(C)C)C(C)C)C.[CH3:19][NH:20][CH2:21][C:22]1[CH:27]=[CH:26][CH:25]=[CH:24][CH:23]=1. The catalyst is O1CCOCC1.CCOC(C)=O. The product is [CH2:21]([N:20]([CH3:19])[C:6]1[C:5]([F:9])=[CH:4][N:3]=[C:2]([Cl:1])[N:7]=1)[C:22]1[CH:27]=[CH:26][CH:25]=[CH:24][CH:23]=1. (5) The reactants are C(O[CH:4]1[CH2:8][CH:7]2[C:9](=[O:13])[CH2:10][CH2:11]C[CH:6]2[O:5]1)C.C1(P(C2C=CC=CC=2)C2C=CC=CC=2)C=CC=CC=1.CC[O:35]C(/N=N/C(OCC)=O)=O.C1(P([N:59]=[N+:60]=[N-:61])(C2C=CC=CC=2)=O)C=CC=CC=1. The catalyst is C1COCC1. The product is [N:59]([C@@H:8]1[C@@H:7]2[C@@H:6]([O:35][CH2:11][CH2:10][C@@H:9]2[OH:13])[O:5][CH2:4]1)=[N+:60]=[N-:61]. The yield is 0.700. (6) The reactants are [C:1]([O:5][C:6](=[O:19])[NH:7][CH:8]1[CH2:17][C:16]2[C:11](=[CH:12][CH:13]=[C:14]([Br:18])[CH:15]=2)[NH:10][CH2:9]1)([CH3:4])([CH3:3])[CH3:2].[CH:20](=O)[C:21]1[CH:26]=[CH:25][CH:24]=[CH:23][CH:22]=1.[BH-](OC(C)=O)(OC(C)=O)OC(C)=O.[Na+].CC(O)=O. The catalyst is ClCCCl. The product is [C:1]([O:5][C:6](=[O:19])[NH:7][CH:8]1[CH2:17][C:16]2[C:11](=[CH:12][CH:13]=[C:14]([Br:18])[CH:15]=2)[N:10]([CH2:20][C:21]2[CH:26]=[CH:25][CH:24]=[CH:23][CH:22]=2)[CH2:9]1)([CH3:4])([CH3:2])[CH3:3]. The yield is 0.810. (7) The reactants are [C:1]([NH2:10])(=[O:9])[C:2]1[C:3](=[CH:5][CH:6]=[CH:7][CH:8]=1)[NH2:4].[CH:11]([C:13]1[CH:23]=[CH:22][C:16]([O:17][CH2:18][C:19]([OH:21])=[O:20])=[CH:15][CH:14]=1)=O.COC1C=C(OC)C=C2C=1C(=O)NC(C1C=CC=CN=1)=N2. No catalyst specified. The product is [O:9]=[C:1]1[C:2]2[C:3](=[CH:5][CH:6]=[CH:7][CH:8]=2)[N:4]=[C:11]([C:13]2[CH:23]=[CH:22][C:16]([O:17][CH2:18][C:19]([OH:21])=[O:20])=[CH:15][CH:14]=2)[NH:10]1. The yield is 0.730.